Dataset: Forward reaction prediction with 1.9M reactions from USPTO patents (1976-2016). Task: Predict the product of the given reaction. Given the reactants [CH2:1]([C:6]1[CH:12]=[C:11]([OH:13])[CH:10]=[CH:9][C:7]=1[OH:8])[CH2:2][CH2:3][CH2:4][CH3:5].CCCCCC.CC(=O)OCC, predict the reaction product. The product is: [CH2:1]([C:6]1[C:7](=[O:8])[CH:9]=[CH:10][C:11](=[O:13])[CH:12]=1)[CH2:2][CH2:3][CH2:4][CH3:5].